From a dataset of Catalyst prediction with 721,799 reactions and 888 catalyst types from USPTO. Predict which catalyst facilitates the given reaction. (1) Reactant: [CH2:1]([NH:3][S:4]([C:7]1[CH:12]=[CH:11][C:10]([C:13]2[C:24](=[O:25])[N:23]([CH2:26][CH3:27])[C:16]3[N:17]=[C:18]([S:21][CH3:22])[N:19]=[CH:20][C:15]=3[CH:14]=2)=[C:9]([CH3:28])[CH:8]=1)(=[O:6])=[O:5])[CH3:2].ClC1C=C(C=CC=1)C(OO)=[O:34]. Product: [CH2:1]([NH:3][S:4]([C:7]1[CH:12]=[CH:11][C:10]([C:13]2[C:24](=[O:25])[N:23]([CH2:26][CH3:27])[C:16]3[N:17]=[C:18]([S:21]([CH3:22])=[O:34])[N:19]=[CH:20][C:15]=3[CH:14]=2)=[C:9]([CH3:28])[CH:8]=1)(=[O:6])=[O:5])[CH3:2]. The catalyst class is: 2. (2) Reactant: [C:1](O)(=[O:23])[CH2:2][CH2:3]/[CH:4]=[CH:5]\C/C=C\C/C=C\C/C=C\C/C=C\C/C=C\CC.CN(C([O:32]N1N=NC2C=CC=NC1=2)=[N+](C)C)C.F[P-](F)(F)(F)(F)F.CCN(C(C)C)C(C)C.[CH3:58][C:59]#[N:60]. Product: [OH:23][C:1]1[CH:2]=[CH:3][CH:4]=[CH:5][C:58]=1[C:59]([NH2:60])=[O:32]. The catalyst class is: 25. (3) Reactant: [Cl:1][C:2]1[C:3]([O:9][C:10]2[CH:15]=[C:14]([O:16][CH2:17][CH2:18][O:19][CH3:20])[CH:13]=[CH:12][C:11]=2/[CH:21]=[CH:22]/[C:23]([OH:25])=O)=[N:4][CH:5]=[C:6]([Cl:8])[CH:7]=1.Cl.C(N=C=NCCCN(C)C)C.[CH2:38]([S:43]([NH2:46])(=[O:45])=[O:44])[CH2:39][CH2:40][CH2:41][CH3:42].O. Product: [Cl:1][C:2]1[C:3]([O:9][C:10]2[CH:15]=[C:14]([O:16][CH2:17][CH2:18][O:19][CH3:20])[CH:13]=[CH:12][C:11]=2/[CH:21]=[CH:22]/[C:23]([NH:46][S:43]([CH2:38][CH2:39][CH2:40][CH2:41][CH3:42])(=[O:45])=[O:44])=[O:25])=[N:4][CH:5]=[C:6]([Cl:8])[CH:7]=1. The catalyst class is: 546. (4) Reactant: C(OC(=O)N[C@H](C1NC=CN=1)CC1C=CC=CC=1)(C)(C)C.C[O:23][C:24](=O)[C@@H:25]([NH:33][C:34]([O:36][C:37]([CH3:40])([CH3:39])[CH3:38])=[O:35])[CH2:26][C:27]1[CH:32]=[CH:31][CH:30]=[CH:29][CH:28]=1.CC(C[AlH]CC(C)C)C. Product: [C:37]([O:36][C:34](=[O:35])[NH:33][C@@H:25]([CH2:26][C:27]1[CH:32]=[CH:31][CH:30]=[CH:29][CH:28]=1)[CH:24]=[O:23])([CH3:40])([CH3:38])[CH3:39]. The catalyst class is: 11. (5) The catalyst class is: 143. Reactant: [CH3:1][C:2]([CH3:7])([CH3:6])[C:3](Cl)=[O:4].N1C=CC=CC=1.[Cl:14][C:15]1[C:24]2[C:19](=[CH:20][CH:21]=[CH:22][CH:23]=2)[CH:18]=[C:17]([CH3:25])[C:16]=1[CH:26]([O:29][C:30]([CH3:36])([CH3:35])[C:31]([F:34])([F:33])[F:32])[CH2:27][OH:28]. Product: [C:3]([O:28][CH2:27][CH:26]([C:16]1[C:17]([CH3:25])=[CH:18][C:19]2[C:24](=[CH:23][CH:22]=[CH:21][CH:20]=2)[C:15]=1[Cl:14])[O:29][C:30]([CH3:36])([CH3:35])[C:31]([F:32])([F:33])[F:34])(=[O:4])[C:2]([CH3:7])([CH3:6])[CH3:1]. (6) Reactant: [NH2:1][C:2]1[C:3]([NH:11][C@H:12]2[CH2:17][CH2:16][C@H:15]([CH2:18][C:19]#[N:20])[CH2:14][CH2:13]2)=[C:4]2[S:10][CH:9]=[CH:8][C:5]2=[N:6][CH:7]=1.[Cl:21][CH2:22][C:23](OCC)(OCC)OCC. Product: [Cl:21][CH2:22][C:23]1[N:11]([C@H:12]2[CH2:13][CH2:14][C@H:15]([CH2:18][C:19]#[N:20])[CH2:16][CH2:17]2)[C:3]2=[C:4]3[S:10][CH:9]=[CH:8][C:5]3=[N:6][CH:7]=[C:2]2[N:1]=1. The catalyst class is: 15. (7) Reactant: [F:1][CH2:2][CH2:3][N:4]1[CH2:9][CH2:8][CH:7]([NH:10][C:11]2[CH:16]=[CH:15][C:14]([NH2:17])=[CH:13][CH:12]=2)[CH2:6][CH2:5]1.Cl[C:19]1[N:28]=[CH:27][C:26]2[C:21](=[C:22]([C:29]3[CH:30]=[C:31]([NH:35][C:36](=[O:39])[CH:37]=[CH2:38])[CH:32]=[CH:33][CH:34]=3)[CH:23]=[CH:24][CH:25]=2)[N:20]=1.C(O)(C(F)(F)F)=O. The catalyst class is: 114. Product: [F:1][CH2:2][CH2:3][N:4]1[CH2:9][CH2:8][CH:7]([NH:10][C:11]2[CH:12]=[CH:13][C:14]([NH:17][C:19]3[N:28]=[CH:27][C:26]4[C:21](=[C:22]([C:29]5[CH:30]=[C:31]([NH:35][C:36](=[O:39])[CH:37]=[CH2:38])[CH:32]=[CH:33][CH:34]=5)[CH:23]=[CH:24][CH:25]=4)[N:20]=3)=[CH:15][CH:16]=2)[CH2:6][CH2:5]1. (8) Reactant: [NH2:1][C:2]1[C:7]([C:8]#[N:9])=[C:6]([C:10]2[O:11][CH:12]=[CH:13][CH:14]=2)[C:5]([C:15]#[N:16])=[C:4]([S:17][CH3:18])[N:3]=1.C1(C2[O:27]N2S(C2C=CC=CC=2)(=O)=O)C=CC=CC=1. Product: [NH2:1][C:2]1[C:7]([C:8]#[N:9])=[C:6]([C:10]2[O:11][CH:12]=[CH:13][CH:14]=2)[C:5]([C:15]#[N:16])=[C:4]([S:17]([CH3:18])=[O:27])[N:3]=1. The catalyst class is: 4. (9) Reactant: [C:1]([O:5][C:6]([NH:8][CH2:9][C:10]([NH:12][CH2:13][CH2:14][C:15]([O:17]CC)=[O:16])=[O:11])=[O:7])([CH3:4])([CH3:3])[CH3:2].[OH-].[Na+]. Product: [C:1]([O:5][C:6]([NH:8][CH2:9][C:10]([NH:12][CH2:13][CH2:14][C:15]([OH:17])=[O:16])=[O:11])=[O:7])([CH3:4])([CH3:2])[CH3:3]. The catalyst class is: 5.